Regression. Given a peptide amino acid sequence and an MHC pseudo amino acid sequence, predict their binding affinity value. This is MHC class I binding data. From a dataset of Peptide-MHC class I binding affinity with 185,985 pairs from IEDB/IMGT. The peptide sequence is AEMDGIQYG. The MHC is HLA-B44:03 with pseudo-sequence HLA-B44:03. The binding affinity (normalized) is 0.757.